The task is: Binary Classification. Given a drug SMILES string, predict its activity (active/inactive) in a high-throughput screening assay against a specified biological target.. This data is from Kir2.1 potassium channel HTS with 301,493 compounds. The drug is s1c2CC(CCc2c2c1nc(SCC(=O)NCc1occc1)nc2N)C. The result is 0 (inactive).